This data is from Peptide-MHC class I binding affinity with 185,985 pairs from IEDB/IMGT. The task is: Regression. Given a peptide amino acid sequence and an MHC pseudo amino acid sequence, predict their binding affinity value. This is MHC class I binding data. (1) The peptide sequence is CSYKIGHHV. The MHC is HLA-A26:01 with pseudo-sequence HLA-A26:01. The binding affinity (normalized) is 0. (2) The peptide sequence is YIQETIRSDT. The MHC is HLA-A02:01 with pseudo-sequence HLA-A02:01. The binding affinity (normalized) is 0.0222.